From a dataset of Reaction yield outcomes from USPTO patents with 853,638 reactions. Predict the reaction yield, written as a fraction of the theoretical maximum amount of product (1.0 means a 100% yield; for example, 0.34 means a 34% yield). (1) The reactants are [F:1][C:2]1[CH:3]=[C:4]([CH:6]=[CH:7][C:8]=1[O:9][CH2:10][CH2:11][O:12][CH3:13])[NH2:5].N1C=CC=CC=1.Cl[C:21]([O:23][C:24]1[CH:29]=[CH:28][CH:27]=[CH:26][CH:25]=1)=[O:22]. The catalyst is CC(C)=O. The product is [F:1][C:2]1[CH:3]=[C:4]([NH:5][C:21](=[O:22])[O:23][C:24]2[CH:29]=[CH:28][CH:27]=[CH:26][CH:25]=2)[CH:6]=[CH:7][C:8]=1[O:9][CH2:10][CH2:11][O:12][CH3:13]. The yield is 0.768. (2) The reactants are [CH:1]([N:4]1[C@@H:9]([CH3:10])[C:8](=[O:11])[NH:7][C:6]2[CH:12]=[C:13]([C:16](OC)=[O:17])[CH:14]=[N:15][C:5]1=2)([CH3:3])[CH3:2].[H-].[Na+].[H-].[H-].[H-].[H-].[Li+].[Al+3]. The catalyst is C1COCC1. The product is [OH:17][CH2:16][C:13]1[CH:14]=[N:15][C:5]2[N:4]([CH:1]([CH3:2])[CH3:3])[C@@H:9]([CH3:10])[C:8](=[O:11])[NH:7][C:6]=2[CH:12]=1. The yield is 0.520. (3) The reactants are Cl[C:2]1[N:7]=[C:6](Cl)[N:5]=[C:4]([NH:9][N:10]2[CH2:14][C:13](=[O:15])[NH:12][C:11]2=[O:16])[N:3]=1.[C:17](=[O:20])([O-])[O-].[K+].[K+].[CH3:23][O:24][C:25]1[CH:32]=[CH:31][C:28]([CH2:29][NH2:30])=[CH:27][CH:26]=1. The catalyst is C(#N)C. The product is [CH3:23][O:24][C:25]1[CH:32]=[CH:31][C:28]([CH2:29][NH:30][C:2]2[N:7]=[C:6]([NH:30][CH2:29][C:28]3[CH:31]=[CH:32][C:25]([O:20][CH3:17])=[CH:26][CH:27]=3)[N:5]=[C:4]([NH:9][N:10]3[CH2:14][C:13](=[O:15])[NH:12][C:11]3=[O:16])[N:3]=2)=[CH:27][CH:26]=1. The yield is 0.430. (4) The reactants are [CH:1]1([N:6]2[C:15]3[N:14]=[C:13]([C:16]4[CH:21]=[CH:20][N:19]=[C:18](F)[CH:17]=4)[N:12]=[CH:11][C:10]=3[N:9]([CH3:23])[C:8](=[O:24])[C@H:7]2[CH2:25][CH3:26])[CH2:5][CH2:4][CH2:3][CH2:2]1.[OH-:27].[Na+].[CH3:29]O. No catalyst specified. The product is [CH:1]1([N:6]2[C:15]3[N:14]=[C:13]([C:16]4[CH:21]=[CH:20][N:19]=[C:18]([O:27][CH3:29])[CH:17]=4)[N:12]=[CH:11][C:10]=3[N:9]([CH3:23])[C:8](=[O:24])[C@H:7]2[CH2:25][CH3:26])[CH2:5][CH2:4][CH2:3][CH2:2]1. The yield is 0.600. (5) The reactants are [CH3:1][C:2]1[C:3]2[N:4]([CH:18]=[CH:19][N:20]=2)[CH:5]=[C:6]([C:8]2[CH:13]=[CH:12][C:11]([C:14]([F:17])([F:16])[F:15])=[CH:10][CH:9]=2)[CH:7]=1.C([O-])(=O)C.[Na+].[I:26]Cl. The catalyst is C(O)(=O)C. The product is [I:26][C:18]1[N:4]2[CH:5]=[C:6]([C:8]3[CH:13]=[CH:12][C:11]([C:14]([F:16])([F:15])[F:17])=[CH:10][CH:9]=3)[CH:7]=[C:2]([CH3:1])[C:3]2=[N:20][CH:19]=1. The yield is 0.890. (6) The reactants are Br[C:2]1[CH:3]=[N:4][C:5]2[C:10]([C:11]=1[C:12]1[C:17]([O:18][CH3:19])=[CH:16][C:15]([C:20]3[CH:25]=[CH:24][CH:23]=[C:22]([F:26])[CH:21]=3)=[C:14]([Cl:27])[CH:13]=1)=[CH:9][CH:8]=[C:7]([S:28]([NH:31][C:32]1[CH:36]=[CH:35][O:34][N:33]=1)(=[O:30])=[O:29])[CH:6]=2.[C:37](=O)([O-])[O-].[K+].[K+].O1CCOCC1.CB1OB(C)OB(C)O1. The catalyst is C(OCC)(=O)C.C1C=CC([P]([Pd]([P](C2C=CC=CC=2)(C2C=CC=CC=2)C2C=CC=CC=2)([P](C2C=CC=CC=2)(C2C=CC=CC=2)C2C=CC=CC=2)[P](C2C=CC=CC=2)(C2C=CC=CC=2)C2C=CC=CC=2)(C2C=CC=CC=2)C2C=CC=CC=2)=CC=1.O. The product is [Cl:27][C:14]1[CH:13]=[C:12]([C:11]2[C:10]3[C:5](=[CH:6][C:7]([S:28]([NH:31][C:32]4[CH:36]=[CH:35][O:34][N:33]=4)(=[O:30])=[O:29])=[CH:8][CH:9]=3)[N:4]=[CH:3][C:2]=2[CH3:37])[C:17]([O:18][CH3:19])=[CH:16][C:15]=1[C:20]1[CH:25]=[CH:24][CH:23]=[C:22]([F:26])[CH:21]=1. The yield is 0.485. (7) The reactants are [CH2:1]([O:5][C:6]1[CH:11]=[CH:10][C:9]([CH2:12][CH2:13][CH2:14][OH:15])=[C:8]([O:16][C:17]2[C:22]([Cl:23])=[CH:21][C:20]([C:24]([F:27])([F:26])[F:25])=[CH:19][N:18]=2)[CH:7]=1)[CH2:2][CH:3]=[CH2:4].Cl[S:29]([N:32]=[C:33]=[O:34])(=[O:31])=[O:30].N1C=CC=CC=1.[CH:41]([O:44][CH2:45][CH2:46][NH2:47])([CH3:43])[CH3:42]. The catalyst is C1(C)C=CC=CC=1.O. The product is [CH:41]([O:44][CH2:45][CH2:46][NH:47][S:29]([NH:32][C:33](=[O:34])[O:15][CH2:14][CH2:13][CH2:12][C:9]1[CH:10]=[CH:11][C:6]([O:5][CH2:1][CH2:2][CH:3]=[CH2:4])=[CH:7][C:8]=1[O:16][C:17]1[C:22]([Cl:23])=[CH:21][C:20]([C:24]([F:27])([F:26])[F:25])=[CH:19][N:18]=1)(=[O:31])=[O:30])([CH3:43])[CH3:42]. The yield is 0.650. (8) The reactants are N1C=CC=CC=1.Cl.[CH3:8][NH:9][O:10][CH3:11].[C:12](Cl)(=[O:16])[CH2:13][CH2:14][CH3:15]. The catalyst is C(Cl)Cl.O. The product is [CH3:11][O:10][N:9]([CH3:8])[C:12](=[O:16])[CH2:13][CH2:14][CH3:15]. The yield is 0.890. (9) The reactants are C([N:8]1[CH2:13][CH2:12][N:11]([C:14]2[C:15]3[S:22][C:21]([CH3:23])=[CH:20][C:16]=3[N:17]=[CH:18][N:19]=2)[CH2:10][CH2:9]1)C1C=CC=CC=1.[NH:24]([C:37]([O:39][C:40]([CH3:43])([CH3:42])[CH3:41])=[O:38])[C@@H:25]([C:34]([OH:36])=O)[CH2:26][C:27]1[CH:32]=[CH:31][C:30]([Cl:33])=[CH:29][CH:28]=1.C1C=CC2N(O)N=NC=2C=1.CCN=C=NCCCN(C)C. The yield is 0.590. The product is [C:40]([O:39][C:37](=[O:38])[NH:24][CH:25]([CH2:26][C:27]1[CH:28]=[CH:29][C:30]([Cl:33])=[CH:31][CH:32]=1)[C:34]([N:8]1[CH2:13][CH2:12][N:11]([C:14]2[C:15]3[S:22][C:21]([CH3:23])=[CH:20][C:16]=3[N:17]=[CH:18][N:19]=2)[CH2:10][CH2:9]1)=[O:36])([CH3:43])([CH3:42])[CH3:41]. The catalyst is CO.C(O)(C(F)(F)F)=O.[Pd].